From a dataset of Forward reaction prediction with 1.9M reactions from USPTO patents (1976-2016). Predict the product of the given reaction. (1) Given the reactants [Cl-].[C:2]([NH:5][C:6]1[CH:23]=[CH:22][C:9]([NH:10][C:11]2[C:20]3[C:15](=[CH:16][CH:17]=[C:18](N)[CH:19]=3)[NH+:14]=[CH:13][CH:12]=2)=[CH:8][CH:7]=1)(=[O:4])[CH3:3].C=O.[BH3-][C:27]#[N:28].[Na+].[CH3:30]C([O-])=O.[Na+].Cl.N, predict the reaction product. The product is: [CH3:30][N:28]([CH3:27])[C:18]1[CH:19]=[C:20]2[C:15](=[CH:16][CH:17]=1)[N:14]=[CH:13][CH:12]=[C:11]2[NH:10][C:9]1[CH:22]=[CH:23][C:6]([NH:5][C:2](=[O:4])[CH3:3])=[CH:7][CH:8]=1. (2) Given the reactants [F:1][C:2]1([F:28])[CH2:27][C:6]2[S:7][C:8]([NH:16][C:17]([C:19]3[CH2:23][CH2:22][CH2:21][C:20]=3[C:24]([OH:26])=[O:25])=[O:18])=[C:9]([C:10]3[S:11][CH:12]=[C:13]([CH3:15])[N:14]=3)[C:5]=2[CH2:4][CH2:3]1.[C@@H:29]12C(=O)OC(=O)[C@@H]1CCCC2, predict the reaction product. The product is: [F:28][C:2]1([F:1])[CH2:27][C:6]2[S:7][C:8]([NH:16][C:17]([CH:19]3[CH2:29][CH2:23][CH2:22][CH2:21][CH:20]3[C:24]([OH:26])=[O:25])=[O:18])=[C:9]([C:10]3[S:11][CH:12]=[C:13]([CH3:15])[N:14]=3)[C:5]=2[CH2:4][CH2:3]1. (3) The product is: [CH:10]([O:9][C:8]1[CH:7]=[CH:6][C:5]([C:13]2[O:17][N:16]=[C:15]([C:18]3[CH:26]=[CH:25][CH:24]=[C:23]4[C:19]=3[CH2:20][CH2:21][C@H:22]4[N:27]3[CH2:35][CH2:36][O:37][C:28]3=[O:29])[N:14]=2)=[CH:4][C:3]=1[C:1]#[N:2])([CH3:12])[CH3:11]. Given the reactants [C:1]([C:3]1[CH:4]=[C:5]([C:13]2[O:17][N:16]=[C:15]([C:18]3[CH:26]=[CH:25][CH:24]=[C:23]4[C:19]=3[CH2:20][CH2:21][C@H:22]4[N:27]([CH2:35][CH2:36][OH:37])[C:28](=O)[O:29]C(C)(C)C)[N:14]=2)[CH:6]=[CH:7][C:8]=1[O:9][CH:10]([CH3:12])[CH3:11])#[N:2].[H-].[Na+], predict the reaction product.